This data is from Forward reaction prediction with 1.9M reactions from USPTO patents (1976-2016). The task is: Predict the product of the given reaction. (1) Given the reactants [CH:1]1([C:4]2[N:8]=[C:7]([C:9]3[C:10]4[CH2:29][CH2:28][CH2:27][CH2:26][CH2:25][C:11]=4[S:12][C:13]=3[NH:14][C:15]([C:17]3[CH2:21][CH2:20][CH2:19][C:18]=3[C:22]([OH:24])=[O:23])=[O:16])[O:6][N:5]=2)[CH2:3][CH2:2]1.[C@@H:30]12C(=O)OC(=O)[C@H]1CCCC2, predict the reaction product. The product is: [CH:1]1([C:4]2[N:8]=[C:7]([C:9]3[C:10]4[CH2:29][CH2:28][CH2:27][CH2:26][CH2:25][C:11]=4[S:12][C:13]=3[NH:14][C:15]([CH:17]3[CH2:21][CH2:20][CH2:30][CH2:19][CH:18]3[C:22]([OH:24])=[O:23])=[O:16])[O:6][N:5]=2)[CH2:3][CH2:2]1. (2) Given the reactants C([C:8]([NH2:12])([OH:11])[CH2:9][CH3:10])(OC(C)(C)C)=O.[CH3:13][C@H:14]([C:27]([OH:29])=[O:28])[C:15]1[CH:16]=[CH:17][C:18]2[CH:19]=[C:20]([O:25][CH3:26])[CH:21]=[CH:22][C:23]=2[CH:24]=1.[ClH:30].C(OCC)(=O)C.C(OCC)C, predict the reaction product. The product is: [NH2:12][CH:8]([OH:11])[CH2:9][CH3:10].[CH3:13][C@H:14]([C:27]([OH:29])=[O:28])[C:15]1[CH:16]=[CH:17][C:18]2[CH:19]=[C:20]([O:25][CH3:26])[CH:21]=[CH:22][C:23]=2[CH:24]=1.[ClH:30]. (3) Given the reactants [Cl:1][C:2]1[N:7]=[CH:6][C:5]([CH2:8][OH:9])=[C:4]([NH:10][CH2:11][CH3:12])[CH:3]=1, predict the reaction product. The product is: [Cl:1][C:2]1[CH:3]=[C:4]([NH:10][CH2:11][CH3:12])[C:5]([CH:8]=[O:9])=[CH:6][N:7]=1. (4) Given the reactants C([N:8]1[CH2:13][CH:12]=[C:11]([N:14]2[CH:19]=[C:18]([O:20][CH3:21])[C:17](=[O:22])[C:16]([C:23]3[N:27]([C:28]4[CH:33]=[CH:32][CH:31]=[CH:30][CH:29]=4)[N:26]=[CH:25][CH:24]=3)=[N:15]2)[CH2:10][CH2:9]1)C1C=CC=CC=1, predict the reaction product. The product is: [CH3:21][O:20][C:18]1[C:17](=[O:22])[C:16]([C:23]2[N:27]([C:28]3[CH:33]=[CH:32][CH:31]=[CH:30][CH:29]=3)[N:26]=[CH:25][CH:24]=2)=[N:15][N:14]([CH:11]2[CH2:10][CH2:9][NH:8][CH2:13][CH2:12]2)[CH:19]=1. (5) Given the reactants [F:1][C:2]1[CH:7]=[C:6]([F:8])[C:5]([F:9])=[CH:4][C:3]=1[C@H:10]1[C@H:15]([NH2:16])[CH:14]=[C:13]([O:17][Si:18]([CH:25]([CH3:27])[CH3:26])([CH:22]([CH3:24])[CH3:23])[CH:19]([CH3:21])[CH3:20])[CH2:12][CH2:11]1.C(N(CC)CC)C.[C:35](O[C:35]([O:37][C:38]([CH3:41])([CH3:40])[CH3:39])=[O:36])([O:37][C:38]([CH3:41])([CH3:40])[CH3:39])=[O:36], predict the reaction product. The product is: [F:1][C:2]1[CH:7]=[C:6]([F:8])[C:5]([F:9])=[CH:4][C:3]=1[C@H:10]1[C@H:15]([NH:16][C:35](=[O:36])[O:37][C:38]([CH3:41])([CH3:40])[CH3:39])[CH:14]=[C:13]([O:17][Si:18]([CH:22]([CH3:24])[CH3:23])([CH:25]([CH3:27])[CH3:26])[CH:19]([CH3:20])[CH3:21])[CH2:12][CH2:11]1. (6) Given the reactants [CH2:1]([O:3][C:4](=[O:19])[C:5]([CH3:18])([CH3:17])[CH2:6][C:7]1[CH:12]=[CH:11][C:10]([CH2:13][C:14]([OH:16])=O)=[CH:9][CH:8]=1)[CH3:2].S(Cl)(Cl)=O.[CH2:24]([NH2:31])[CH2:25][CH2:26][CH2:27][CH2:28][CH2:29][CH3:30].C(N(CC)C(C)C)(C)C.Cl, predict the reaction product. The product is: [CH2:1]([O:3][C:4](=[O:19])[C:5]([CH3:18])([CH3:17])[CH2:6][C:7]1[CH:8]=[CH:9][C:10]([CH2:13][C:14](=[O:16])[NH:31][CH2:24][CH2:25][CH2:26][CH2:27][CH2:28][CH2:29][CH3:30])=[CH:11][CH:12]=1)[CH3:2].